From a dataset of Full USPTO retrosynthesis dataset with 1.9M reactions from patents (1976-2016). Predict the reactants needed to synthesize the given product. (1) Given the product [N:1]1[C:10]2[CH:9]([NH:11][CH2:12][C:14]3[CH:15]=[CH:16][C:17]([NH:20][S:21]([C:24]4[CH:29]=[CH:28][CH:27]=[CH:26][N:25]=4)(=[O:23])=[O:22])=[CH:18][CH:19]=3)[CH2:8][CH2:7][CH2:6][C:5]=2[CH:4]=[CH:3][CH:2]=1, predict the reactants needed to synthesize it. The reactants are: [N:1]1[C:10]2[CH:9]([NH2:11])[CH2:8][CH2:7][CH2:6][C:5]=2[CH:4]=[CH:3][CH:2]=1.[CH:12]([C:14]1[CH:19]=[CH:18][C:17]([NH:20][S:21]([C:24]2[CH:29]=[CH:28][CH:27]=[CH:26][N:25]=2)(=[O:23])=[O:22])=[CH:16][CH:15]=1)=O.[BH-](OC(C)=O)(OC(C)=O)OC(C)=O.[Na+]. (2) Given the product [F:25][C:24]1[C:19]([NH:18][CH2:17][CH:14]2[CH2:13][CH2:12][N:11]([C:9]([C@@H:27]3[CH2:26][C@H:40]3[C:34]3[CH:33]=[CH:32][CH:31]=[CH:30][CH:35]=3)=[O:10])[CH2:16][CH2:15]2)=[N:20][CH:21]=[CH:22][CH:23]=1, predict the reactants needed to synthesize it. The reactants are: C(O[C:9]([N:11]1[CH2:16][CH2:15][CH:14]([CH2:17][NH:18][C:19]2[C:24]([F:25])=[CH:23][CH:22]=[CH:21][N:20]=2)[CH2:13][CH2:12]1)=[O:10])C1C=CC=CC=1.[CH2:26](Cl)[CH2:27]Cl.[CH:30]1[CH:31]=[CH:32][C:33]2N(O)N=N[C:34]=2[CH:35]=1.[CH3:40]N(C=O)C. (3) Given the product [ClH:15].[Cl:15][C:13]1[CH:12]=[CH:11][C:10]2[N:16]=[C:17]([CH2:18][O:19][C:20]3[CH:21]=[CH:22][C:23]([CH2:26][CH:27]4[S:31][C:30](=[O:32])[NH:29][C:28]4=[O:33])=[CH:24][CH:25]=3)[N:7]([CH3:8])[C:9]=2[CH:14]=1, predict the reactants needed to synthesize it. The reactants are: C(OC(=O)[N:7]([C:9]1[CH:14]=[C:13]([Cl:15])[CH:12]=[CH:11][C:10]=1[NH:16][C:17](=O)[CH2:18][O:19][C:20]1[CH:25]=[CH:24][C:23]([CH2:26][CH:27]2[S:31][C:30](=[O:32])[NH:29][C:28]2=[O:33])=[CH:22][CH:21]=1)[CH3:8])(C)(C)C.Cl. (4) The reactants are: C1COCC1.CCCCCC.CC(OC)(C)C.C([O:22][S:23]([C:26]1[CH:31]=[CH:30][C:29](B(O)O)=[CH:28][CH:27]=1)(=[O:25])=[O:24])C(C)C.I[C:36]1[CH:37]=[N:38][CH:39]=[CH:40][CH:41]=1.C(=O)([O-])[O-].[Na+:46].[Na+]. Given the product [N:38]1[CH:39]=[CH:40][CH:41]=[C:36]([C:29]2[CH:28]=[CH:27][C:26]([S:23]([O-:22])(=[O:24])=[O:25])=[CH:31][CH:30]=2)[CH:37]=1.[Na+:46], predict the reactants needed to synthesize it.